Binary Classification. Given a T-cell receptor sequence (or CDR3 region) and an epitope sequence, predict whether binding occurs between them. From a dataset of TCR-epitope binding with 47,182 pairs between 192 epitopes and 23,139 TCRs. (1) The epitope is KAFSPEVIPMF. The TCR CDR3 sequence is RASSFSGFSYEQYF. Result: 0 (the TCR does not bind to the epitope). (2) The epitope is KLVALGINAV. The TCR CDR3 sequence is CASTNSGNTIYF. Result: 1 (the TCR binds to the epitope). (3) The epitope is TVYDPLQPELDSFK. The TCR CDR3 sequence is CASSLGGNEQFF. Result: 0 (the TCR does not bind to the epitope). (4) The epitope is ELAGIGILTV. The TCR CDR3 sequence is CASSIWQNTEAFF. Result: 1 (the TCR binds to the epitope). (5) The epitope is KTSVDCTMYI. The TCR CDR3 sequence is CASSHMNWGGLSDTQYF. Result: 0 (the TCR does not bind to the epitope). (6) The epitope is ILGLPTQTV. The TCR CDR3 sequence is CASSQEAGRTGELFF. Result: 0 (the TCR does not bind to the epitope). (7) The epitope is RISNCVADY. The TCR CDR3 sequence is CASIQQGSLTEAFF. Result: 0 (the TCR does not bind to the epitope).